Dataset: Full USPTO retrosynthesis dataset with 1.9M reactions from patents (1976-2016). Task: Predict the reactants needed to synthesize the given product. (1) Given the product [Cl:1][C:2]1[N:3]=[CH:4][C:5]2[NH:22][C:11](=[O:12])[CH:9]([CH3:10])[N:8]([C:16]3[CH:21]=[CH:20][CH:19]=[CH:18][CH:17]=3)[C:6]=2[N:7]=1, predict the reactants needed to synthesize it. The reactants are: [Cl:1][C:2]1[N:7]=[C:6]([N:8]([C:16]2[CH:21]=[CH:20][CH:19]=[CH:18][CH:17]=2)[C@H:9]([C:11](OCC)=[O:12])[CH3:10])[C:5]([N+:22]([O-])=O)=[CH:4][N:3]=1. (2) Given the product [CH2:25]([NH:27][C:21]([C:17]1[N:18]([CH3:20])[N:19]=[C:15](/[CH:14]=[CH:13]/[C:12]2[C:8]([C:5]3[CH:6]=[CH:7][C:2]([F:1])=[CH:3][CH:4]=3)=[N:9][O:10][C:11]=2[CH3:24])[CH:16]=1)=[O:22])[CH3:26], predict the reactants needed to synthesize it. The reactants are: [F:1][C:2]1[CH:7]=[CH:6][C:5]([C:8]2[C:12](/[CH:13]=[CH:14]/[C:15]3[CH:16]=[C:17]([C:21](O)=[O:22])[N:18]([CH3:20])[N:19]=3)=[C:11]([CH3:24])[O:10][N:9]=2)=[CH:4][CH:3]=1.[CH2:25]([NH2:27])[CH3:26]. (3) Given the product [CH2:17]([N:16]([CH2:19][CH3:20])[C:14]([C:13]1[CH:21]=[CH:22][C:10]([C@@H:9]([C:23]2[CH:28]=[CH:27][CH:26]=[C:25]([OH:29])[CH:24]=2)[N:3]2[C@@H:2]([CH3:1])[CH2:7][N:6]([CH2:40][C:41]3[CH:50]=[CH:49][C:44]([C:45]([O:47][CH3:48])=[O:46])=[CH:43][CH:42]=3)[C@H:5]([CH3:8])[CH2:4]2)=[CH:11][CH:12]=1)=[O:15])[CH3:18], predict the reactants needed to synthesize it. The reactants are: [CH3:1][C@H:2]1[CH2:7][NH:6][C@H:5]([CH3:8])[CH2:4][N:3]1[C@H:9]([C:23]1[CH:28]=[CH:27][CH:26]=[C:25]([OH:29])[CH:24]=1)[C:10]1[CH:22]=[CH:21][C:13]([C:14]([N:16]([CH2:19][CH3:20])[CH2:17][CH3:18])=[O:15])=[CH:12][CH:11]=1.[I-].[Na+].C(N(CC)CC)C.Br[CH2:40][C:41]1[CH:50]=[CH:49][C:44]([C:45]([O:47][CH3:48])=[O:46])=[CH:43][CH:42]=1.